From a dataset of Full USPTO retrosynthesis dataset with 1.9M reactions from patents (1976-2016). Predict the reactants needed to synthesize the given product. (1) Given the product [N+:1]([C:4]1[CH:5]=[C:6]2[N:12]([CH:14]3[CH2:15][CH2:16][CH2:17][CH2:18][O:13]3)[N:11]=[CH:10][C:7]2=[N:8][CH:9]=1)([O-:3])=[O:2], predict the reactants needed to synthesize it. The reactants are: [N+:1]([C:4]1[CH:5]=[C:6]2[NH:12][N:11]=[CH:10][C:7]2=[N:8][CH:9]=1)([O-:3])=[O:2].[O:13]1[CH:18]=[CH:17][CH2:16][CH2:15][CH2:14]1.CS(O)(=O)=O.C(=O)(O)[O-].[Na+]. (2) Given the product [C:21]([O:20][C:18](=[O:19])[C:15]1[CH:16]=[CH:17][C:12]([CH:5]([C:4]([OH:25])=[O:3])[F:11])=[CH:13][CH:14]=1)([CH3:24])([CH3:22])[CH3:23], predict the reactants needed to synthesize it. The reactants are: C([O:3][C:4](=[O:25])[C:5]([C:12]1[CH:17]=[CH:16][C:15]([C:18]([O:20][C:21]([CH3:24])([CH3:23])[CH3:22])=[O:19])=[CH:14][CH:13]=1)([F:11])C(OCC)=O)C.[OH-].[Na+]. (3) Given the product [C:2]1([CH2:1][C:16]([OH:18])=[O:17])[CH:7]=[CH:6][CH:5]=[CH:4][CH:3]=1.[NH2:10][C@H:11]([C:16]([OH:18])=[O:17])[CH2:12][CH2:13][CH2:14][NH2:15], predict the reactants needed to synthesize it. The reactants are: [C:1](O)(=O)[C:2]1[CH:7]=[CH:6][CH:5]=[CH:4][CH:3]=1.[NH2:10][C@H:11]([C:16]([OH:18])=[O:17])[CH2:12][CH2:13][CH2:14][NH2:15].C(OC1C=CC=CC=1)(=O)C.[Na].CC(O)C. (4) The reactants are: [CH3:1][C:2]1[CH:3]=[C:4]([OH:17])[CH:5]=[CH:6][C:7]=1B1OC(C)(C)C(C)(C)O1.Br[C:19]1[CH:26]=[CH:25][C:22]([CH:23]=[O:24])=[C:21]([O:27][CH2:28][CH2:29][CH2:30][CH3:31])[CH:20]=1.N#N.C([O-])([O-])=O.[Na+].[Na+].Cl. Given the product [CH2:28]([O:27][C:21]1[CH:20]=[C:19]([C:7]2[CH:6]=[CH:5][C:4]([OH:17])=[CH:3][C:2]=2[CH3:1])[CH:26]=[CH:25][C:22]=1[CH:23]=[O:24])[CH2:29][CH2:30][CH3:31], predict the reactants needed to synthesize it. (5) Given the product [Br:29][C:30]1[N:35]=[CH:34][C:33]2[C:36]([C:3]3[C:2]([CH3:1])=[CH:6][N:5]([CH2:7][CH2:8][O:9][CH:10]4[CH2:15][CH2:14][CH2:13][CH2:12][O:11]4)[N:4]=3)=[CH:37][N:38]([CH:39]([CH3:41])[CH3:40])[C:32]=2[CH:31]=1, predict the reactants needed to synthesize it. The reactants are: [CH3:1][C:2]1[C:3]([Sn](CCCC)(CCCC)CCCC)=[N:4][N:5]([CH2:7][CH2:8][O:9][CH:10]2[CH2:15][CH2:14][CH2:13][CH2:12][O:11]2)[CH:6]=1.[Br:29][C:30]1[N:35]=[CH:34][C:33]2[C:36](I)=[CH:37][N:38]([CH:39]([CH3:41])[CH3:40])[C:32]=2[CH:31]=1. (6) Given the product [C:45]1([S:51]([OH:54])(=[O:53])=[O:52])[CH:50]=[CH:49][CH:48]=[CH:47][CH:46]=1.[C:45]1([S:51]([OH:54])(=[O:53])=[O:52])[CH:50]=[CH:49][CH:48]=[CH:47][CH:46]=1.[CH:1]([O:4][C:5]([C:7]1[CH:8]([C:35]2[CH:40]=[CH:39][CH:38]=[C:37]([N+:41]([O-:43])=[O:42])[CH:36]=2)[C:9]([C:15]([O:17][CH:18]2[CH2:19][N:20]([CH:22]([C:29]3[CH:34]=[CH:33][CH:32]=[CH:31][CH:30]=3)[C:23]3[CH:28]=[CH:27][CH:26]=[CH:25][CH:24]=3)[CH2:21]2)=[O:16])=[C:10]([NH2:14])[NH:11][C:12]=1[CH3:13])=[O:6])([CH3:3])[CH3:2], predict the reactants needed to synthesize it. The reactants are: [CH:1]([O:4][C:5]([C:7]1[CH:8]([C:35]2[CH:40]=[CH:39][CH:38]=[C:37]([N+:41]([O-:43])=[O:42])[CH:36]=2)[C:9]([C:15]([O:17][CH:18]2[CH2:21][N:20]([CH:22]([C:29]3[CH:34]=[CH:33][CH:32]=[CH:31][CH:30]=3)[C:23]3[CH:28]=[CH:27][CH:26]=[CH:25][CH:24]=3)[CH2:19]2)=[O:16])=[C:10]([NH2:14])[NH:11][C:12]=1[CH3:13])=[O:6])([CH3:3])[CH3:2].O.[C:45]1([S:51]([OH:54])(=[O:53])=[O:52])[CH:50]=[CH:49][CH:48]=[CH:47][CH:46]=1.